From a dataset of Forward reaction prediction with 1.9M reactions from USPTO patents (1976-2016). Predict the product of the given reaction. (1) Given the reactants [C:1]([O:5][C:6](=[O:45])[C@@H:7]([NH:37]C(OC(C)(C)C)=O)[CH2:8][C:9]1[CH:14]=[CH:13][C:12]([N:15]2[CH2:19][C:18](=[O:20])[N:17]([CH2:21][CH2:22][Si:23]([CH3:26])([CH3:25])[CH3:24])[S:16]2(=[O:28])=[O:27])=[C:11]([O:29][CH2:30][C:31]2[CH:36]=[CH:35][CH:34]=[CH:33][CH:32]=2)[CH:10]=1)([CH3:4])([CH3:3])[CH3:2].C(O)(C(F)(F)F)=O.C([O-])(O)=O.[Na+], predict the reaction product. The product is: [C:1]([O:5][C:6](=[O:45])[C@@H:7]([NH2:37])[CH2:8][C:9]1[CH:14]=[CH:13][C:12]([N:15]2[CH2:19][C:18](=[O:20])[N:17]([CH2:21][CH2:22][Si:23]([CH3:26])([CH3:25])[CH3:24])[S:16]2(=[O:27])=[O:28])=[C:11]([O:29][CH2:30][C:31]2[CH:32]=[CH:33][CH:34]=[CH:35][CH:36]=2)[CH:10]=1)([CH3:4])([CH3:2])[CH3:3]. (2) Given the reactants [Cl:1][C:2]1[CH:7]=[CH:6][CH:5]=[C:4]([Cl:8])[C:3]=1[N:9]1[CH:20]=[C:19]([CH:21]=O)[C:12]2[N:13]=[C:14]([S:17][CH3:18])[N:15]=[CH:16][C:11]=2[C:10]1=[O:23].[NH2:24][C:25]1[CH:30]=[CH:29][CH:28]=[CH:27][CH:26]=1.C([BH3-])#N.[Na+].C(O)(=O)C, predict the reaction product. The product is: [Cl:1][C:2]1[CH:7]=[CH:6][CH:5]=[C:4]([Cl:8])[C:3]=1[N:9]1[CH:20]=[C:19]([CH2:21][NH:24][C:25]2[CH:30]=[CH:29][CH:28]=[CH:27][CH:26]=2)[C:12]2[N:13]=[C:14]([S:17][CH3:18])[N:15]=[CH:16][C:11]=2[C:10]1=[O:23]. (3) Given the reactants [CH3:1][C:2]([CH3:24])([CH3:23])[C@H:3]([NH:11][CH2:12][CH2:13][NH:14][CH2:15][C:16]1[CH:21]=[CH:20][CH:19]=[C:18]([CH3:22])[N:17]=1)[C:4]([O:6][C:7]([CH3:10])([CH3:9])[CH3:8])=[O:5].C1C(=O)N(OC(ON2C(=O)CCC2=O)=O)[C:27](=[O:28])C1.C(N(CC)CC)C, predict the reaction product. The product is: [CH3:1][C:2]([CH3:24])([CH3:23])[C@H:3]([N:11]1[CH2:12][CH2:13][N:14]([CH2:15][C:16]2[CH:21]=[CH:20][CH:19]=[C:18]([CH3:22])[N:17]=2)[C:27]1=[O:28])[C:4]([O:6][C:7]([CH3:8])([CH3:9])[CH3:10])=[O:5]. (4) Given the reactants [NH2:1][C:2]([NH:4][C:5]1[S:6][C:7]([CH2:10][NH:11][C:12](=[O:34])[CH2:13][N:14]2[C:20]3[CH:21]=[CH:22][CH:23]=[CH:24][C:19]=3[CH:18]([CH2:25][C:26]([O:28]C(C)(C)C)=[O:27])[CH2:17][CH2:16][C:15]2=[O:33])=[CH:8][N:9]=1)=[NH:3].Cl, predict the reaction product. The product is: [NH2:3][C:2]([NH:4][C:5]1[S:6][C:7]([CH2:10][NH:11][C:12](=[O:34])[CH2:13][N:14]2[C:20]3[CH:21]=[CH:22][CH:23]=[CH:24][C:19]=3[CH:18]([CH2:25][C:26]([OH:28])=[O:27])[CH2:17][CH2:16][C:15]2=[O:33])=[CH:8][N:9]=1)=[NH:1]. (5) The product is: [N:27]1([C:8]2[CH:9]=[C:10]3[C:16](/[CH:17]=[C:18]4/[C:19](=[O:24])[NH:20][C:21](=[S:23])[NH:22]/4)=[CH:15][NH:14][C:11]3=[N:12][CH:13]=2)[CH2:28][CH2:29][O:31][CH2:33][CH2:26]1. Given the reactants C([C:8]1[CH:9]=[C:10]2[C:16](/[CH:17]=[C:18]3/[C:19](=[O:24])[NH:20][C:21](=[S:23])[NH:22]/3)=[CH:15][NH:14][C:11]2=[N:12][CH:13]=1)C1C=CC=CC=1.S=[C:26]1N[C:29](=[O:31])[CH2:28][NH:27]1.N1CCCC[CH2:33]1, predict the reaction product.